From a dataset of Full USPTO retrosynthesis dataset with 1.9M reactions from patents (1976-2016). Predict the reactants needed to synthesize the given product. (1) Given the product [Cl:1][C:2]1[CH:7]=[C:6]([CH:5]=[C:4]([C:12]([F:15])([F:13])[F:14])[C:3]=1[CH2:16][CH:17]1[CH2:18][CH2:19][N:20]([C:23]([O:25][C:26]([CH3:27])([CH3:28])[CH3:29])=[O:24])[CH2:21][CH2:22]1)[C:8]([OH:10])=[O:9], predict the reactants needed to synthesize it. The reactants are: [Cl:1][C:2]1[CH:7]=[C:6]([C:8]([O:10]C)=[O:9])[CH:5]=[C:4]([C:12]([F:15])([F:14])[F:13])[C:3]=1[CH2:16][CH:17]1[CH2:22][CH2:21][N:20]([C:23]([O:25][C:26]([CH3:29])([CH3:28])[CH3:27])=[O:24])[CH2:19][CH2:18]1. (2) Given the product [F:22][C:2]([F:1])([F:21])[C:3]([C:9]1[CH:10]=[CH:11][C:12]([N:15]2[CH2:20][CH2:19][N:18]([S:38]([C:34]3[S:33][CH:37]=[CH:36][CH:35]=3)(=[O:40])=[O:39])[CH2:17][CH2:16]2)=[CH:13][CH:14]=1)([OH:8])[C:4]([F:7])([F:6])[F:5], predict the reactants needed to synthesize it. The reactants are: [F:1][C:2]([F:22])([F:21])[C:3]([C:9]1[CH:14]=[CH:13][C:12]([N:15]2[CH2:20][CH2:19][NH:18][CH2:17][CH2:16]2)=[CH:11][CH:10]=1)([OH:8])[C:4]([F:7])([F:6])[F:5].C(Cl)Cl.C(N(CC)CC)C.[S:33]1[CH:37]=[CH:36][CH:35]=[C:34]1[S:38](Cl)(=[O:40])=[O:39]. (3) Given the product [NH2:43][CH2:42][C@:5]1([OH:4])[C@@H:10]([OH:11])[C@H:9]([OH:15])[C@@H:8]([CH2:19][OH:20])[O:7][C@@H:6]1[O:24][C:25]1[CH:30]=[CH:29][C:28]([C:31]2[CH:32]=[C:33]([CH:34]=[CH:35][CH:36]=2)[C:37]([NH:38][CH3:39])=[O:40])=[CH:27][C:26]=1[CH3:41], predict the reactants needed to synthesize it. The reactants are: C([O:4][C@@:5]1([CH2:42][N:43]=[N+]=[N-])[C@@H:10]([O:11]C(=O)C)[C@H:9]([O:15]C(=O)C)[C@@H:8]([CH2:19][O:20]C(=O)C)[O:7][C@@H:6]1[O:24][C:25]1[CH:30]=[CH:29][C:28]([C:31]2[CH:36]=[CH:35][CH:34]=[C:33]([C:37](=[O:40])[NH:38][CH3:39])[CH:32]=2)=[CH:27][C:26]=1[CH3:41])(=O)C. (4) The reactants are: [CH2:1]([NH:8][C:9]1[CH:14]=[C:13]([NH:15][C:16]2[CH:21]=[CH:20][C:19]([N:22]3[CH2:28][CH2:27][CH2:26][NH:25][CH2:24][CH2:23]3)=[CH:18][CH:17]=2)[N:12]=[CH:11][C:10]=1[CH2:29][C:30]([NH2:32])=[O:31])[C:2]1[CH:7]=[CH:6][CH:5]=[CH:4][CH:3]=1.[C:33](=O)([O-])[O-].[K+].[K+].IC.C(Cl)(Cl)Cl. Given the product [CH2:1]([NH:8][C:9]1[CH:14]=[C:13]([NH:15][C:16]2[CH:17]=[CH:18][C:19]([N:22]3[CH2:28][CH2:27][CH2:26][N:25]([CH3:33])[CH2:24][CH2:23]3)=[CH:20][CH:21]=2)[N:12]=[CH:11][C:10]=1[CH2:29][C:30]([NH2:32])=[O:31])[C:2]1[CH:7]=[CH:6][CH:5]=[CH:4][CH:3]=1, predict the reactants needed to synthesize it. (5) Given the product [F:20][C:2]([F:1])([F:19])[C:3]([N:5]1[CH2:11][CH:10]([CH3:12])[C:9]2[CH:13]=[CH:14][C:15]([OH:17])=[CH:16][C:8]=2[CH2:7][CH2:6]1)=[O:4], predict the reactants needed to synthesize it. The reactants are: [F:1][C:2]([F:20])([F:19])[C:3]([N:5]1[CH2:11][CH:10]([CH3:12])[C:9]2[CH:13]=[CH:14][C:15]([O:17]C)=[CH:16][C:8]=2[CH2:7][CH2:6]1)=[O:4].B(Br)(Br)Br. (6) Given the product [Cl:1][C:2]1[CH:3]=[C:4]2[C:8](=[CH:9][CH:10]=1)[NH:7][CH:6]=[C:5]2[CH2:11][N:12]1[C:20]([C:21]2[N:25]([CH3:26])[CH:24]=[C:23]([C:27]([NH:40][CH3:39])=[O:28])[CH:22]=2)=[C:19]2[C:14]([N:15]([CH2:33][CH:34]([CH3:35])[CH3:36])[C:16](=[O:32])[N:17]([CH3:31])[C:18]2=[O:30])=[N:13]1, predict the reactants needed to synthesize it. The reactants are: [Cl:1][C:2]1[CH:3]=[C:4]2[C:8](=[CH:9][CH:10]=1)[NH:7][CH:6]=[C:5]2[CH2:11][N:12]1[C:20]([C:21]2[N:25]([CH3:26])[CH:24]=[C:23]([C:27](O)=[O:28])[CH:22]=2)=[C:19]2[C:14]([N:15]([CH2:33][CH:34]([CH3:36])[CH3:35])[C:16](=[O:32])[N:17]([CH3:31])[C:18]2=[O:30])=[N:13]1.CN.[C:39](P(=O)(OCC)OCC)#[N:40]. (7) Given the product [Cl:1][C:2]1[CH:3]=[C:4]([NH:16][C:17]2[C:26]3[C:21](=[CH:22][CH:23]=[CH:24][C:25]=3[O:27][C@H:28]([CH3:33])[CH2:29][N:30]([CH3:32])[CH3:31])[N:20]=[CH:19][N:18]=2)[CH:5]=[CH:6][C:7]=1[O:8][CH2:44][C:43]1[CH:46]=[CH:47][CH:48]=[C:41]([F:40])[CH:42]=1, predict the reactants needed to synthesize it. The reactants are: [Cl:1][C:2]1[CH:3]=[C:4]([NH:16][C:17]2[C:26]3[C:21](=[CH:22][CH:23]=[CH:24][C:25]=3[O:27][C@H:28]([CH3:33])[CH2:29][N:30]([CH3:32])[CH3:31])[N:20]=[CH:19][N:18]=2)[CH:5]=[CH:6][C:7]=1[O:8]CC1C=CC=CN=1.C(=O)([O-])[O-].[K+].[K+].[F:40][C:41]1[CH:42]=[C:43]([CH:46]=[CH:47][CH:48]=1)[CH2:44]Cl.C1OCCOCCOCCOCCOCCOC1. (8) Given the product [F:23][C:10]1[CH:11]=[C:12]([C:15]2[CH:20]=[CH:19][CH:18]=[CH:17][C:16]=2[C:21]2[NH:44][C:45](=[O:46])[O:52][N:22]=2)[CH:13]=[CH:14][C:9]=1[CH2:8][N:7]1[C:6]2[S:24][C:25]([CH2:27][CH2:28][CH3:29])=[CH:26][C:5]=2[C:4](=[O:30])[N:3]([CH2:32][C:33]([C:35]2[CH:40]=[CH:39][C:38]([O:41][CH3:42])=[CH:37][CH:36]=2)=[O:34])[C:2]1=[O:1], predict the reactants needed to synthesize it. The reactants are: [O:1]=[C:2]1[N:7]([CH2:8][C:9]2[CH:14]=[CH:13][C:12]([C:15]3[C:16]([C:21]#[N:22])=[CH:17][CH:18]=[CH:19][CH:20]=3)=[CH:11][C:10]=2[F:23])[C:6]2[S:24][C:25]([CH2:27][CH2:28][CH3:29])=[CH:26][C:5]=2[C:4](=[O:30])[NH:3]1.Br[CH2:32][C:33]([C:35]1[CH:40]=[CH:39][C:38]([O:41][CH3:42])=[CH:37][CH:36]=1)=[O:34].C[N:44](C)[CH:45]=[O:46].[H-].[Na+].C(OCC)(=[O:52])C. (9) Given the product [NH2:30][C@@H:10]1[C@@H:9]([OH:8])[C@H:14]([OH:15])[C@@H:13]([CH2:23][O:24][P:25]([OH:28])([OH:27])=[O:26])[CH2:12][C@@H:11]1[OH:29], predict the reactants needed to synthesize it. The reactants are: C([O:8][C@H:9]1[C@H:14]([O:15]CC2C=CC=CC=2)[C@@H:13]([CH2:23][O:24][P:25]([OH:28])([OH:27])=[O:26])[CH2:12][C@H:11]([OH:29])[C@@H:10]1[NH:30]CC1C=CC=CC=1)C1C=CC=CC=1.